This data is from Forward reaction prediction with 1.9M reactions from USPTO patents (1976-2016). The task is: Predict the product of the given reaction. (1) Given the reactants CC(C)CON=O.[Br:8][Si](C)(C)C.[CH2:13]([O:15][C:16]([C:18]1[S:22][C:21](N)=[N:20][C:19]=1[CH3:24])=[O:17])[CH3:14].CC#N.CCOC(C)=O, predict the reaction product. The product is: [CH2:13]([O:15][C:16]([C:18]1[S:22][C:21]([Br:8])=[N:20][C:19]=1[CH3:24])=[O:17])[CH3:14]. (2) Given the reactants O[CH2:2][C:3]([C@H:6]1[C@@H:10]2[C@@H:11]3[C@@:24]([CH3:27])([CH2:25][CH2:26][C@@:9]2([NH:42][CH2:43][CH2:44][N:45]2[CH2:50][CH2:49][S:48](=[O:52])(=[O:51])[CH2:47][CH2:46]2)[CH2:8][CH2:7]1)[C@@:23]1([CH3:28])[C@@H:14]([C@:15]2([CH3:41])[C@@H:20]([CH2:21][CH2:22]1)[C:19]([CH3:30])([CH3:29])[C:18]([C:31]1[CH:40]=[CH:39][C:34]([C:35]([O:37][CH3:38])=[O:36])=[CH:33][CH:32]=1)=[CH:17][CH2:16]2)[CH2:13][CH2:12]3)([OH:5])C.I([O-])(=O)(=O)=O.[Na+].CO, predict the reaction product. The product is: [C:3]([C@H:6]1[C@@H:10]2[C@@H:11]3[C@@:24]([CH3:27])([CH2:25][CH2:26][C@@:9]2([NH:42][CH2:43][CH2:44][N:45]2[CH2:46][CH2:47][S:48](=[O:52])(=[O:51])[CH2:49][CH2:50]2)[CH2:8][CH2:7]1)[C@@:23]1([CH3:28])[C@@H:14]([C@:15]2([CH3:41])[C@@H:20]([CH2:21][CH2:22]1)[C:19]([CH3:29])([CH3:30])[C:18]([C:31]1[CH:40]=[CH:39][C:34]([C:35]([O:37][CH3:38])=[O:36])=[CH:33][CH:32]=1)=[CH:17][CH2:16]2)[CH2:13][CH2:12]3)(=[O:5])[CH3:2]. (3) Given the reactants [Cl-].[Si:2]([O:9][CH2:10][C@@H:11]1[CH:16]=[CH:15][C:14](=[O:17])[CH2:13][N:12]1[C:18]([O:20][C:21]([CH3:24])([CH3:23])[CH3:22])=[O:19])([C:5]([CH3:8])([CH3:7])[CH3:6])([CH3:4])[CH3:3].[BH4-].[Na+], predict the reaction product. The product is: [Si:2]([O:9][CH2:10][C@@H:11]1[CH:16]=[CH:15][C@H:14]([OH:17])[CH2:13][N:12]1[C:18]([O:20][C:21]([CH3:24])([CH3:23])[CH3:22])=[O:19])([C:5]([CH3:8])([CH3:7])[CH3:6])([CH3:4])[CH3:3].